From a dataset of Catalyst prediction with 721,799 reactions and 888 catalyst types from USPTO. Predict which catalyst facilitates the given reaction. Product: [C:27]([C:29]1[CH:49]=[C:48]([C:2]2[N:3]=[C:4]([NH:8][C:9]3[CH:14]=[CH:13][C:12]([N:15]4[CH2:20][CH2:19][N:18]([CH:21]5[CH2:24][O:23][CH2:22]5)[CH2:17][CH2:16]4)=[C:11]([O:25][CH3:26])[CH:10]=3)[N:5]=[CH:6][N:7]=2)[CH:47]=[CH:46][C:30]=1[O:31][C@H:32]1[CH2:37][CH2:36][N:35]([C:38]([O:40][C:41]([CH3:44])([CH3:43])[CH3:42])=[O:39])[CH2:34][C@H:33]1[F:45])#[N:28]. Reactant: Cl[C:2]1[N:7]=[CH:6][N:5]=[C:4]([NH:8][C:9]2[CH:14]=[CH:13][C:12]([N:15]3[CH2:20][CH2:19][N:18]([CH:21]4[CH2:24][O:23][CH2:22]4)[CH2:17][CH2:16]3)=[C:11]([O:25][CH3:26])[CH:10]=2)[N:3]=1.[C:27]([C:29]1[CH:49]=[C:48](B2OC(C)(C)C(C)(C)O2)[CH:47]=[CH:46][C:30]=1[O:31][C@H:32]1[CH2:37][CH2:36][N:35]([C:38]([O:40][C:41]([CH3:44])([CH3:43])[CH3:42])=[O:39])[CH2:34][C@H:33]1[F:45])#[N:28].C(=O)([O-])[O-].[Na+].[Na+]. The catalyst class is: 104.